Dataset: Catalyst prediction with 721,799 reactions and 888 catalyst types from USPTO. Task: Predict which catalyst facilitates the given reaction. (1) Reactant: [CH3:1][O:2][C:3](=[O:24])[C:4]1[CH:9]=[CH:8][C:7]([C:10]([CH2:21][CH3:22])([C:13]2[CH:18]=[CH:17][C:16]([OH:19])=[C:15]([CH3:20])[CH:14]=2)[CH2:11][CH3:12])=[CH:6][C:5]=1[CH3:23].[F:25][C:26]([F:39])([F:38])[S:27](O[S:27]([C:26]([F:39])([F:38])[F:25])(=[O:29])=[O:28])(=[O:29])=[O:28]. Product: [CH3:1][O:2][C:3](=[O:24])[C:4]1[CH:9]=[CH:8][C:7]([C:10]([CH2:11][CH3:12])([C:13]2[CH:18]=[CH:17][C:16]([O:19][S:27]([C:26]([F:39])([F:38])[F:25])(=[O:29])=[O:28])=[C:15]([CH3:20])[CH:14]=2)[CH2:21][CH3:22])=[CH:6][C:5]=1[CH3:23]. The catalyst class is: 17. (2) Reactant: [Cl:1][C:2]1[CH:7]=[C:6]([Cl:8])[CH:5]=[CH:4][C:3]=1[C:9]1[N:10]=[C:11]([CH2:16][C:17]2[CH:22]=[CH:21][C:20]([C:23]3[CH:28]=[CH:27][C:26]([OH:29])=[CH:25][CH:24]=3)=[CH:19][CH:18]=2)[N:12]([CH2:14][CH3:15])[CH:13]=1.[CH3:30][O:31][C:32]([C@@H:34]1[CH2:39][C@H:38](O)[CH2:37][CH2:36][N:35]1[C:41]([O:43][C:44]([CH3:47])([CH3:46])[CH3:45])=[O:42])=[O:33].C1(P(C2C=CC=CC=2)C2C=CC=CC=2)C=CC=CC=1.N(C(OC(C)C)=O)=NC(OC(C)C)=O. Product: [CH3:30][O:31][C:32]([C@@H:34]1[CH2:39][C@@H:38]([O:29][C:26]2[CH:25]=[CH:24][C:23]([C:20]3[CH:21]=[CH:22][C:17]([CH2:16][C:11]4[N:12]([CH2:14][CH3:15])[CH:13]=[C:9]([C:3]5[CH:4]=[CH:5][C:6]([Cl:8])=[CH:7][C:2]=5[Cl:1])[N:10]=4)=[CH:18][CH:19]=3)=[CH:28][CH:27]=2)[CH2:37][CH2:36][N:35]1[C:41]([O:43][C:44]([CH3:47])([CH3:46])[CH3:45])=[O:42])=[O:33]. The catalyst class is: 1. (3) Product: [F:1][C:2]1[CH:10]=[CH:9][C:5]([C:6]([NH:18][C:15]2[CH:16]=[CH:17][C:12]([CH3:11])=[C:13]([O:19][CH:20]3[CH2:25][CH2:24][N:23]([CH3:26])[CH2:22][CH2:21]3)[CH:14]=2)=[O:7])=[CH:4][CH:3]=1. Reactant: [F:1][C:2]1[CH:10]=[CH:9][C:5]([C:6](Cl)=[O:7])=[CH:4][CH:3]=1.[CH3:11][C:12]1[CH:17]=[CH:16][C:15]([NH2:18])=[CH:14][C:13]=1[O:19][CH:20]1[CH2:25][CH2:24][N:23]([CH3:26])[CH2:22][CH2:21]1. The catalyst class is: 298. (4) Reactant: [Br:1][C:2]1[CH:3]=[CH:4][C:5]2[O:11][CH2:10][CH2:9][N:8]([C:12]3[C:17]([CH:18]([CH3:20])[CH3:19])=[C:16]([CH3:21])[N:15]=[C:14]([CH2:22][OH:23])[N:13]=3)[CH2:7][C:6]=2[CH:24]=1.CC(OI1(OC(C)=O)(OC(C)=O)OC(=O)C2C=CC=CC1=2)=O. Product: [Br:1][C:2]1[CH:3]=[CH:4][C:5]2[O:11][CH2:10][CH2:9][N:8]([C:12]3[C:17]([CH:18]([CH3:20])[CH3:19])=[C:16]([CH3:21])[N:15]=[C:14]([CH:22]=[O:23])[N:13]=3)[CH2:7][C:6]=2[CH:24]=1. The catalyst class is: 4. (5) Reactant: [Cl:1][C:2]1[CH:7]=[CH:6][C:5]([OH:8])=[C:4]([C:9]2[N:14]=[C:13](Cl)[CH:12]=[CH:11][N:10]=2)[CH:3]=1.[NH2:16][C@H:17]([CH2:21][CH3:22])[C:18]([NH2:20])=[O:19]. Product: [Cl:1][C:2]1[CH:7]=[CH:6][C:5]([OH:8])=[C:4]([C:9]2[N:14]=[C:13]([NH:16][C@H:17]([CH2:21][CH3:22])[C:18]([NH2:20])=[O:19])[CH:12]=[CH:11][N:10]=2)[CH:3]=1. The catalyst class is: 287. (6) Reactant: C([N:8]([C@H](C1C=CC=CC=1)C)[C@@H:9]([C:16]1[CH:21]=[CH:20][C:19]([NH:22][C:23]([O:25][C:26]([CH3:29])([CH3:28])[CH3:27])=[O:24])=[CH:18][CH:17]=1)[CH2:10][C:11]([O:13][CH2:14][CH3:15])=[O:12])C1C=CC=CC=1.C(O)=O. Product: [NH2:8][C@@H:9]([C:16]1[CH:21]=[CH:20][C:19]([NH:22][C:23]([O:25][C:26]([CH3:27])([CH3:29])[CH3:28])=[O:24])=[CH:18][CH:17]=1)[CH2:10][C:11]([O:13][CH2:14][CH3:15])=[O:12]. The catalyst class is: 19. (7) Reactant: [CH3:1][O:2][C:3]1[CH:4]=[C:5]([C:9]#[C:10][CH2:11][OH:12])[CH:6]=[CH:7][CH:8]=1. Product: [CH3:1][O:2][C:3]1[CH:4]=[C:5]([C:9]#[C:10][CH:11]=[O:12])[CH:6]=[CH:7][CH:8]=1. The catalyst class is: 177.